From a dataset of Forward reaction prediction with 1.9M reactions from USPTO patents (1976-2016). Predict the product of the given reaction. (1) Given the reactants [C:1]([C:5]1[CH:9]=[C:8]([NH:10][C:11]([NH:13][C:14]2[CH:19]=[C:18]([N:20]3[CH2:29][C:28]4[C:23](=[N:24][C:25](SC)=[N:26][CH:27]=4)[N:22]([CH3:32])[C:21]3=[O:33])[C:17]([CH3:34])=[CH:16][C:15]=2[F:35])=[O:12])[O:7][N:6]=1)([CH3:4])([CH3:3])[CH3:2].[CH3:36][NH2:37], predict the reaction product. The product is: [C:1]([C:5]1[CH:9]=[C:8]([NH:10][C:11]([NH:13][C:14]2[CH:19]=[C:18]([N:20]3[CH2:29][C:28]4[C:23](=[N:24][C:25]([NH:37][CH3:36])=[N:26][CH:27]=4)[N:22]([CH3:32])[C:21]3=[O:33])[C:17]([CH3:34])=[CH:16][C:15]=2[F:35])=[O:12])[O:7][N:6]=1)([CH3:4])([CH3:3])[CH3:2]. (2) Given the reactants [Si:1]([O:8][C@H:9]([C:46]1[CH:51]=[CH:50][C:49]([F:52])=[CH:48][CH:47]=1)[CH2:10][CH2:11][C@@H:12]1[C@@H:15]([C:16]2[CH:21]=[CH:20][C:19](B3OC(C)(C)C(C)(C)O3)=[CH:18][C:17]=2[O:31][Si:32]([C:35]([CH3:38])([CH3:37])[CH3:36])([CH3:34])[CH3:33])[N:14]([C:39]2[CH:44]=[CH:43][CH:42]=[CH:41][CH:40]=2)[C:13]1=[O:45])([C:4]([CH3:7])([CH3:6])[CH3:5])([CH3:3])[CH3:2].[C:53]([O:56][C@@H:57]1[C@@H:62]([O:63][C:64](=[O:66])[CH3:65])[C@H:61]([O:67][C:68](=[O:70])[CH3:69])[C@@H:60]([CH2:71][O:72][C:73](=[O:75])[CH3:74])[O:59][C@H:58]1[C:76]1[CH:81]=[CH:80][CH:79]=[C:78](Br)[CH:77]=1)(=[O:55])[CH3:54].C(=O)([O-])[O-].[K+].[K+], predict the reaction product. The product is: [C:53]([O:56][C@@H:57]1[C@@H:62]([O:63][C:64](=[O:66])[CH3:65])[C@H:61]([O:67][C:68](=[O:70])[CH3:69])[C@@H:60]([CH2:71][O:72][C:73](=[O:75])[CH3:74])[O:59][C@H:58]1[C:76]1[CH:77]=[C:78]([C:19]2[CH:20]=[CH:21][C:16]([C@@H:15]3[C@@H:12]([CH2:11][CH2:10][C@H:9]([O:8][Si:1]([C:4]([CH3:5])([CH3:6])[CH3:7])([CH3:3])[CH3:2])[C:46]4[CH:51]=[CH:50][C:49]([F:52])=[CH:48][CH:47]=4)[C:13](=[O:45])[N:14]3[C:39]3[CH:44]=[CH:43][CH:42]=[CH:41][CH:40]=3)=[C:17]([O:31][Si:32]([C:35]([CH3:38])([CH3:37])[CH3:36])([CH3:33])[CH3:34])[CH:18]=2)[CH:79]=[CH:80][CH:81]=1)(=[O:55])[CH3:54].